From a dataset of Catalyst prediction with 721,799 reactions and 888 catalyst types from USPTO. Predict which catalyst facilitates the given reaction. (1) Reactant: [OH-:1].[Na+].Cl.[CH:4]1([C:7]2[CH:8]=[C:9]([O:16][CH3:17])[C:10]([C:13](=[NH:15])[NH2:14])=[N:11][CH:12]=2)[CH2:6][CH2:5]1.Cl.[OH2:19]. Product: [CH:4]1([C:7]2[CH:8]=[C:9]([O:16][CH3:17])[C:10]([C:13]3[NH:14][C:9](=[O:16])[CH:8]=[C:7]([C:4]([OH:19])=[O:1])[N:15]=3)=[N:11][CH:12]=2)[CH2:5][CH2:6]1. The catalyst class is: 8. (2) Reactant: [Cl:1][C:2]1[C:3]([F:22])=[C:4]([NH:8][C:9]2[C:18]3[C:13](=[CH:14][C:15]([O:20][CH3:21])=[C:16]([OH:19])[CH:17]=3)[N:12]=[CH:11][N:10]=2)[CH:5]=[CH:6][CH:7]=1.CS(O[C@H:28]1[CH2:33][CH2:32][C@@H:31]([N:34]2[CH2:39][CH2:38][N:37]([CH3:40])[C:36](=[O:41])[CH2:35]2)[CH2:30][CH2:29]1)(=O)=O.C(=O)([O-])[O-].[K+].[K+]. Product: [Cl:1][C:2]1[C:3]([F:22])=[C:4]([NH:8][C:9]2[C:18]3[C:13](=[CH:14][C:15]([O:20][CH3:21])=[C:16]([O:19][C@H:28]4[CH2:29][CH2:30][C@H:31]([N:34]5[CH2:39][CH2:38][N:37]([CH3:40])[C:36](=[O:41])[CH2:35]5)[CH2:32][CH2:33]4)[CH:17]=3)[N:12]=[CH:11][N:10]=2)[CH:5]=[CH:6][CH:7]=1. The catalyst class is: 60. (3) Reactant: C([O:3][C:4]([CH:6]1[CH2:8][CH:7]1[C:9]([N:11]1[CH2:38][C:19]2([CH2:24][CH2:23][N:22]([C:25]([O:27][CH:28]3[CH:35]4[CH2:36][CH:31]5[CH2:32][CH:33]([CH2:37][CH:29]3[CH2:30]5)[CH2:34]4)=[O:26])[CH2:21][CH2:20]2)[C:18]2[C:13](=[CH:14][CH:15]=[CH:16][CH:17]=2)[CH2:12]1)=[O:10])=[O:5])C.[Li+].[OH-]. Product: [CH:29]12[CH2:37][CH:33]3[CH2:32][CH:31]([CH2:36][CH:35]([CH2:34]3)[CH:28]1[O:27][C:25]([N:22]1[CH2:21][CH2:20][C:19]3([C:18]4[C:13](=[CH:14][CH:15]=[CH:16][CH:17]=4)[CH2:12][N:11]([C:9]([CH:7]4[CH2:8][CH:6]4[C:4]([OH:5])=[O:3])=[O:10])[CH2:38]3)[CH2:24][CH2:23]1)=[O:26])[CH2:30]2. The catalyst class is: 10. (4) Reactant: [Cl:1][C:2]1[CH:3]=[C:4]2[C:10]([C:11]3[N:16]=[C:15]([NH:17][C@H:18]4[CH2:23][CH2:22][CH2:21][N:20]([CH2:24][C:25]5[NH:26][CH:27]=[CH:28][N:29]=5)[CH2:19]4)[C:14]([F:30])=[CH:13][N:12]=3)=[CH:9][N:8](S(C3C=CC(C)=CC=3)(=O)=O)[C:5]2=[N:6][CH:7]=1.[Li+].[OH-]. The catalyst class is: 220. Product: [NH:26]1[CH:27]=[CH:28][N:29]=[C:25]1[CH2:24][N:20]1[CH2:21][CH2:22][CH2:23][C@H:18]([NH:17][C:15]2[C:14]([F:30])=[CH:13][N:12]=[C:11]([C:10]3[C:4]4[C:5](=[N:6][CH:7]=[C:2]([Cl:1])[CH:3]=4)[NH:8][CH:9]=3)[N:16]=2)[CH2:19]1.